From a dataset of Catalyst prediction with 721,799 reactions and 888 catalyst types from USPTO. Predict which catalyst facilitates the given reaction. (1) Reactant: [C:1]1([CH:9]=O)[CH:6]=[CH:5][C:4]([CH:7]=[O:8])=[CH:3][CH:2]=1.S(=O)(=O)(O)O.O.[CH3:17][C:18]1[N:23]=[C:22]([NH2:24])[N:21]=[C:20]([NH2:25])[N:19]=1. Product: [NH2:25][C:20]1[N:21]=[C:22]([NH2:24])[N:23]=[C:18]([CH:17]=[CH:9][C:1]2[CH:2]=[CH:3][C:4]([CH:7]=[O:8])=[CH:5][CH:6]=2)[N:19]=1. The catalyst class is: 5. (2) Reactant: [Cl:1][C:2]1[CH:18]=[CH:17][C:5]2[C:6](=O)[C:7]3[CH:14]=[CH:13][C:12]([Cl:15])=[CH:11][C:8]=3[CH2:9][CH2:10][C:4]=2[CH:3]=1.P12(SP3(SP(SP(S3)(S1)=S)(=S)S2)=S)=[S:20].C[Si](C)(C)O[Si](C)(C)C. Product: [Cl:1][C:2]1[CH:18]=[CH:17][C:5]2[C:6](=[S:20])[C:7]3[CH:14]=[CH:13][C:12]([Cl:15])=[CH:11][C:8]=3[CH2:9][CH2:10][C:4]=2[CH:3]=1. The catalyst class is: 11. (3) Reactant: [NH2:1][OH:2].[NH:3]1[C:7]2=[N:8][CH:9]=[CH:10][CH:11]=[C:6]2[C:5]([CH:12]=O)=[CH:4]1. Product: [NH:3]1[C:7]2=[N:8][CH:9]=[CH:10][CH:11]=[C:6]2[C:5]([CH:12]=[N:1][OH:2])=[CH:4]1. The catalyst class is: 6. (4) Reactant: [C:1]([O:14][CH2:15][C@@H:16]([O:40][C:41](=[O:53])[CH2:42][CH2:43][CH2:44][CH2:45][CH2:46][CH2:47][CH2:48][CH2:49][CH2:50][CH2:51][CH3:52])[CH2:17][S:18][CH2:19][C@H:20]([NH2:39])[C:21]([NH:23][CH2:24][CH2:25][CH2:26][CH2:27][CH2:28][C:29]([O:31]CC1C=CC=CC=1)=[O:30])=[O:22])(=[O:13])[CH2:2][CH2:3][CH2:4][CH2:5][CH2:6][CH2:7][CH2:8][CH2:9][CH2:10][CH2:11][CH3:12]. Product: [NH2:39][C@@H:20]([CH2:19][S:18][CH2:17][C@H:16]([O:40][C:41](=[O:53])[CH2:42][CH2:43][CH2:44][CH2:45][CH2:46][CH2:47][CH2:48][CH2:49][CH2:50][CH2:51][CH3:52])[CH2:15][O:14][C:1](=[O:13])[CH2:2][CH2:3][CH2:4][CH2:5][CH2:6][CH2:7][CH2:8][CH2:9][CH2:10][CH2:11][CH3:12])[C:21]([NH:23][CH2:24][CH2:25][CH2:26][CH2:27][CH2:28][C:29]([OH:31])=[O:30])=[O:22]. The catalyst class is: 50. (5) Reactant: O1CCOCC1.O.C(=O)([O-])[O-].[Cs+].[Cs+].C1(P(C2CCCCC2)C2C=CC=CC=2[C:27]2[C:32](OC)=[CH:31][CH:30]=[CH:29][C:28]=2[O:35][CH3:36])CCCCC1.Cl[CH2:44][Cl:45]. Product: [Cl:45][C:44]1[CH:27]=[CH:32][CH:31]=[C:30]2[C:29]=1[CH2:28][O:35][CH2:36]2. The catalyst class is: 167. (6) Reactant: Cl[C:2]1[C:3]([C:16]2[CH:21]=[CH:20][C:19]([F:22])=[CH:18][CH:17]=2)=[N:4][C:5]2[C:10]([N:11]=1)=[CH:9][C:8]([C:12]([O:14][CH3:15])=[O:13])=[CH:7][CH:6]=2.[CH2:23]([NH:25][CH2:26][CH3:27])[CH3:24].CCN(C(C)C)C(C)C. Product: [CH2:23]([N:25]([CH2:26][CH3:27])[C:2]1[C:3]([C:16]2[CH:21]=[CH:20][C:19]([F:22])=[CH:18][CH:17]=2)=[N:4][C:5]2[C:10]([N:11]=1)=[CH:9][C:8]([C:12]([O:14][CH3:15])=[O:13])=[CH:7][CH:6]=2)[CH3:24]. The catalyst class is: 16. (7) Reactant: [C:1]1([C:7]2([C:13]3[CH:18]=[CH:17][CH:16]=[CH:15][CH:14]=3)[CH2:11][CH2:10][NH:9][C:8]2=[O:12])[CH:6]=[CH:5][CH:4]=[CH:3][CH:2]=1.CC(C)([O-])C.[K+].[CH3:25][C@@H:26]1[O:31][C@H:30]([CH3:32])[CH2:29][N:28]([C:33]([C:35]2[CH:36]=[C:37]([S:41](Cl)(=[O:43])=[O:42])[CH:38]=[CH:39][CH:40]=2)=[O:34])[CH2:27]1. Product: [CH3:25][C@H:26]1[O:31][C@@H:30]([CH3:32])[CH2:29][N:28]([C:33]([C:35]2[CH:36]=[C:37]([S:41]([N:9]3[CH2:10][CH2:11][C:7]([C:1]4[CH:6]=[CH:5][CH:4]=[CH:3][CH:2]=4)([C:13]4[CH:14]=[CH:15][CH:16]=[CH:17][CH:18]=4)[C:8]3=[O:12])(=[O:42])=[O:43])[CH:38]=[CH:39][CH:40]=2)=[O:34])[CH2:27]1. The catalyst class is: 365. (8) Reactant: [OH:1][C:2]1[CH:3]=[C:4]([CH:7]=[CH:8][CH:9]=1)[CH:5]=[O:6].[CH3:10][C@H:11](O)[C:12]([O:14][CH3:15])=[O:13].C1(P(C2C=CC=CC=2)C2C=CC=CC=2)C=CC=CC=1.N(C(OCC)=O)=NC(OCC)=O.C1(C)C=CC=CC=1.C(=O)([O-])O.[Na+]. Product: [CH:5]([C:4]1[CH:3]=[C:2]([CH:9]=[CH:8][CH:7]=1)[O:1][C@H:11]([CH3:10])[C:12]([O:14][CH3:15])=[O:13])=[O:6]. The catalyst class is: 1.